This data is from Catalyst prediction with 721,799 reactions and 888 catalyst types from USPTO. The task is: Predict which catalyst facilitates the given reaction. (1) Reactant: [N+:1]([C:4]1[CH:9]=[CH:8][CH:7]=[C:6]([N+:10]([O-])=O)[C:5]=1[NH:13][CH2:14][C:15]([F:22])([F:21])[C:16]([O:18][CH2:19][CH3:20])=[O:17])([O-])=O. Product: [NH2:10][C:6]1[CH:7]=[CH:8][CH:9]=[C:4]([NH2:1])[C:5]=1[NH:13][CH2:14][C:15]([F:21])([F:22])[C:16]([O:18][CH2:19][CH3:20])=[O:17]. The catalyst class is: 312. (2) Reactant: C([O:5][C:6](=O)[NH:7][CH2:8][CH2:9][NH:10][C:11]([C:13]1[C:14]([OH:37])=[C:15]2[C:20](=[CH:21][N:22]=1)[N:19]([CH2:23][C:24]1[CH:29]=[CH:28][CH:27]=[CH:26][CH:25]=1)[C:18](=[O:30])[C:17]([C:31]1[CH:36]=[CH:35][CH:34]=[CH:33][CH:32]=1)=[CH:16]2)=[O:12])(C)(C)C.FC(F)(F)C(O)=O.C(N(CC)CC)C.C(OCC)=O. Product: [CH:6]([NH:7][CH2:8][CH2:9][NH:10][C:11]([C:13]1[C:14]([OH:37])=[C:15]2[C:20](=[CH:21][N:22]=1)[N:19]([CH2:23][C:24]1[CH:25]=[CH:26][CH:27]=[CH:28][CH:29]=1)[C:18](=[O:30])[C:17]([C:31]1[CH:32]=[CH:33][CH:34]=[CH:35][CH:36]=1)=[CH:16]2)=[O:12])=[O:5]. The catalyst class is: 168. (3) Reactant: [Mg].[F:2][C:3]1[CH:4]=[C:5](Br)[CH:6]=[CH:7][CH:8]=1.[CH2:10]([CH:17]1[CH2:22][CH2:21][C:20](=[O:23])[CH2:19][CH2:18]1)[CH2:11][CH2:12][CH2:13][CH2:14][CH2:15][CH3:16].Cl. Product: [CH2:10]([CH:17]1[CH2:18][CH2:19][C:20]([C:5]2[CH:6]=[CH:7][CH:8]=[C:3]([F:2])[CH:4]=2)([OH:23])[CH2:21][CH2:22]1)[CH2:11][CH2:12][CH2:13][CH2:14][CH2:15][CH3:16]. The catalyst class is: 56. (4) The catalyst class is: 4. Reactant: [CH2:1]([O:3][CH:4]1[CH2:9][CH2:8][N:7](C(OC(C)(C)C)=O)[CH2:6][CH2:5]1)[CH3:2].C1(OC)C=CC=CC=1.[F:25][C:26]([F:31])([F:30])[C:27]([OH:29])=[O:28]. Product: [F:25][C:26]([F:31])([F:30])[C:27]([OH:29])=[O:28].[CH2:1]([O:3][CH:4]1[CH2:9][CH2:8][NH:7][CH2:6][CH2:5]1)[CH3:2]. (5) Reactant: [C:1]([N:8]1[CH2:13][CH2:12][CH2:11][C@@H:10]([OH:14])[CH2:9]1)([O:3][C:4]([CH3:7])([CH3:6])[CH3:5])=[O:2].[S:15]1C=C[CH:17]=[C:16]1CC(O)=O.C1(P(C2C=CC=CC=2)C2C=CC=CC=2)C=CC=CC=1. Product: [C:1]([N:8]1[CH2:13][CH2:12][CH2:11][C@H:10]([O:14][C:16](=[S:15])[CH3:17])[CH2:9]1)([O:3][C:4]([CH3:7])([CH3:6])[CH3:5])=[O:2]. The catalyst class is: 1. (6) Reactant: [F:1][C:2]([F:28])([F:27])[C:3]1[CH:22]=[C:21]([C:23]([F:26])([F:25])[F:24])[CH:20]=[CH:19][C:4]=1[CH2:5][O:6][C:7]1[CH:14]=[CH:13][C:10]([CH:11]=O)=[CH:9][C:8]=1[C:15]([F:18])([F:17])[F:16].[CH3:29][NH:30][C:31]1[CH2:35][S:34][C:33](=[O:36])[N:32]=1.CC(C)([O-])C.[K+].O. Product: [F:1][C:2]([F:27])([F:28])[C:3]1[CH:22]=[C:21]([C:23]([F:25])([F:26])[F:24])[CH:20]=[CH:19][C:4]=1[CH2:5][O:6][C:7]1[CH:14]=[CH:13][C:10](/[CH:11]=[C:35]2/[C:31]([NH:30][CH3:29])=[N:32][C:33](=[O:36])[S:34]/2)=[CH:9][C:8]=1[C:15]([F:16])([F:17])[F:18]. The catalyst class is: 8.